From a dataset of Catalyst prediction with 721,799 reactions and 888 catalyst types from USPTO. Predict which catalyst facilitates the given reaction. (1) Product: [F:1][C:2]1[CH:3]=[CH:4][C:5]([C:8]2[CH2:12][C:11]([C:17]3[CH:22]=[CH:21][C:20]([NH:23][C:24](=[O:36])[C:25]4[C:26](=[C:29]([N+:33]([O-:35])=[O:34])[CH:30]=[CH:31][CH:32]=4)[C:27]([NH:41][CH:38]([CH3:40])[CH3:39])=[O:28])=[C:19]([CH3:37])[CH:18]=3)([C:13]([F:15])([F:16])[F:14])[O:10][N:9]=2)=[CH:6][CH:7]=1. The catalyst class is: 12. Reactant: [F:1][C:2]1[CH:7]=[CH:6][C:5]([C:8]2[CH2:12][C:11]([C:17]3[CH:22]=[CH:21][C:20]([N:23]4[C:27](=[O:28])[C:26]5=[C:29]([N+:33]([O-:35])=[O:34])[CH:30]=[CH:31][CH:32]=[C:25]5[C:24]4=[O:36])=[C:19]([CH3:37])[CH:18]=3)([C:13]([F:16])([F:15])[F:14])[O:10][N:9]=2)=[CH:4][CH:3]=1.[CH:38]([NH2:41])([CH3:40])[CH3:39]. (2) Reactant: [SH3+].[Br-].[CH2:3]([S+]1CCCC1)[C:4]1[CH:9]=[CH:8][CH:7]=[CH:6][CH:5]=1.[CH2:15]([O:17][C:18](=[O:28])/[CH:19]=[CH:20]/[C:21]1[CH:26]=[CH:25][CH:24]=[CH:23][C:22]=1[Br:27])[CH3:16].[Li+].C[Si]([N-][Si](C)(C)C)(C)C. Product: [CH2:15]([O:17][C:18]([C@@H:19]1[C@H:3]([C:4]2[CH:9]=[CH:8][CH:7]=[CH:6][CH:5]=2)[C@H:20]1[C:21]1[CH:26]=[CH:25][CH:24]=[CH:23][C:22]=1[Br:27])=[O:28])[CH3:16]. The catalyst class is: 168. (3) Reactant: [NH:1]1[CH2:6][CH2:5][S:4][CH:3]([C:7]([NH:9][C:10]2[CH:11]=[C:12]3[C:16](=[CH:17][CH:18]=2)[NH:15][N:14]=[C:13]3[C:19]([O:21][CH3:22])=[O:20])=[O:8])[CH2:2]1.[F:23][C:24]1[CH:31]=[CH:30][CH:29]=[CH:28][C:25]=1[CH:26]=O.C(O[BH-](OC(=O)C)OC(=O)C)(=O)C.[Na+].[Na]. Product: [F:23][C:24]1[CH:31]=[CH:30][CH:29]=[CH:28][C:25]=1[CH2:26][N:1]1[CH2:6][CH2:5][S:4][CH:3]([C:7]([NH:9][C:10]2[CH:11]=[C:12]3[C:16](=[CH:17][CH:18]=2)[NH:15][N:14]=[C:13]3[C:19]([O:21][CH3:22])=[O:20])=[O:8])[CH2:2]1. The catalyst class is: 676. (4) Reactant: [Br:1][C:2]1[CH:11]=[CH:10][C:5]([C:6]([O:8][CH3:9])=[O:7])=[CH:4][C:3]=1[S:12](Cl)(=[O:14])=[O:13].C1COCC1.[O-2].[Mg+2].[NH2:23][CH2:24][CH2:25][OH:26]. Product: [Br:1][C:2]1[CH:11]=[CH:10][C:5]([C:6]([O:8][CH3:9])=[O:7])=[CH:4][C:3]=1[S:12](=[O:14])(=[O:13])[NH:23][CH2:24][CH2:25][OH:26]. The catalyst class is: 6. (5) Reactant: [N+:1]([C:4]1[CH:12]=[C:11]2[C:7]([C:8]([C:21](OC)=[O:22])=[N:9][N:10]2[CH2:13][O:14][CH2:15][CH2:16][Si:17]([CH3:20])([CH3:19])[CH3:18])=[CH:6][CH:5]=1)([O-:3])=[O:2].[H-].[Li+].[Al+3].[H-].[H-].[H-]. Product: [N+:1]([C:4]1[CH:12]=[C:11]2[C:7]([C:8]([CH2:21][OH:22])=[N:9][N:10]2[CH2:13][O:14][CH2:15][CH2:16][Si:17]([CH3:18])([CH3:19])[CH3:20])=[CH:6][CH:5]=1)([O-:3])=[O:2]. The catalyst class is: 7. (6) Reactant: [CH2:1]([O:3][C:4]([C:6]1[NH:7][C:8]2[C:13]([CH:14]=1)=[CH:12][C:11]([C:15]1[CH:20]=[CH:19][C:18]([C:21]([CH3:24])([CH3:23])[CH3:22])=[CH:17][CH:16]=1)=[CH:10][CH:9]=2)=[O:5])[CH3:2].Br[C:26]1[CH:31]=[CH:30][C:29]([N+:32]([O-:34])=[O:33])=[CH:28][CH:27]=1.[OH-].[Na+:36]. Product: [CH2:1]([O:3][C:4]([C:6]1[N:7]([C:26]2[CH:31]=[CH:30][C:29]([N+:32]([O-:34])=[O:33])=[CH:28][CH:27]=2)[C:8]2[C:13]([CH:14]=1)=[CH:12][C:11]([C:15]1[CH:16]=[CH:17][C:18]([C:21]([CH3:23])([CH3:22])[CH3:24])=[CH:19][CH:20]=1)=[CH:10][CH:9]=2)=[O:5])[CH3:2].[C:21]([C:18]1[CH:17]=[CH:16][C:15]([C:11]2[CH:12]=[C:13]3[C:8](=[CH:9][CH:10]=2)[N:7]([C:26]2[CH:31]=[CH:30][C:29]([N+:32]([O-:34])=[O:33])=[CH:28][CH:27]=2)[C:6]([C:4]([O-:3])=[O:5])=[CH:14]3)=[CH:20][CH:19]=1)([CH3:24])([CH3:23])[CH3:22].[Na+:36]. The catalyst class is: 12. (7) Reactant: [CH3:1][C:2]1[N:7]=[CH:6][C:5]([CH2:8]O)=[CH:4][CH:3]=1.S(Cl)([Cl:12])=O. Product: [Cl:12][CH2:8][C:5]1[CH:4]=[CH:3][C:2]([CH3:1])=[N:7][CH:6]=1. The catalyst class is: 93. (8) Reactant: O=[C:2]1[C:10]2C(=CC=CC=2)C(=O)[N:3]1CCC=O.[CH3:16][NH:17][CH:18]1[CH2:23][CH2:22][CH2:21][CH2:20][CH2:19]1.[C:24](O[BH-](OC(=O)C)OC(=O)C)(=O)C.[Na+]. Product: [CH:18]1([N:17]([CH3:24])[CH2:16][CH2:10][CH2:2][NH2:3])[CH2:23][CH2:22][CH2:21][CH2:20][CH2:19]1. The catalyst class is: 4.